Dataset: Peptide-MHC class I binding affinity with 185,985 pairs from IEDB/IMGT. Task: Regression. Given a peptide amino acid sequence and an MHC pseudo amino acid sequence, predict their binding affinity value. This is MHC class I binding data. (1) The peptide sequence is ARESEKVFA. The MHC is HLA-B27:05 with pseudo-sequence HLA-B27:05. The binding affinity (normalized) is 0.158. (2) The peptide sequence is SGVEWPGGYCL. The MHC is H-2-Db with pseudo-sequence H-2-Db. The binding affinity (normalized) is 0.0177. (3) The peptide sequence is FDAAVSGGL. The MHC is HLA-B40:02 with pseudo-sequence HLA-B40:02. The binding affinity (normalized) is 0.198. (4) The peptide sequence is EIAQHGAWY. The MHC is HLA-A26:02 with pseudo-sequence HLA-A26:02. The binding affinity (normalized) is 1.00. (5) The peptide sequence is VTFQGKFKK. The MHC is HLA-A02:06 with pseudo-sequence HLA-A02:06. The binding affinity (normalized) is 0. (6) The peptide sequence is RRQGCWKCG. The MHC is Mamu-B03 with pseudo-sequence Mamu-B03. The binding affinity (normalized) is 0.319. (7) The peptide sequence is GLDERFVEEL. The MHC is HLA-A02:03 with pseudo-sequence HLA-A02:03. The binding affinity (normalized) is 0.344.